This data is from NCI-60 drug combinations with 297,098 pairs across 59 cell lines. The task is: Regression. Given two drug SMILES strings and cell line genomic features, predict the synergy score measuring deviation from expected non-interaction effect. (1) Drug 1: CC1=CC2C(CCC3(C2CCC3(C(=O)C)OC(=O)C)C)C4(C1=CC(=O)CC4)C. Drug 2: COC1=C2C(=CC3=C1OC=C3)C=CC(=O)O2. Cell line: OVCAR-4. Synergy scores: CSS=1.23, Synergy_ZIP=-0.146, Synergy_Bliss=-0.241, Synergy_Loewe=0.274, Synergy_HSA=-0.0332. (2) Drug 1: CCC1=C2CN3C(=CC4=C(C3=O)COC(=O)C4(CC)O)C2=NC5=C1C=C(C=C5)O. Drug 2: CN1C2=C(C=C(C=C2)N(CCCl)CCCl)N=C1CCCC(=O)O.Cl. Cell line: MDA-MB-231. Synergy scores: CSS=5.25, Synergy_ZIP=-2.09, Synergy_Bliss=2.48, Synergy_Loewe=-5.31, Synergy_HSA=-0.0136.